Dataset: CYP2C9 inhibition data for predicting drug metabolism from PubChem BioAssay. Task: Regression/Classification. Given a drug SMILES string, predict its absorption, distribution, metabolism, or excretion properties. Task type varies by dataset: regression for continuous measurements (e.g., permeability, clearance, half-life) or binary classification for categorical outcomes (e.g., BBB penetration, CYP inhibition). Dataset: cyp2c9_veith. (1) The compound is COc1ccc(NC(=O)C2(c3ccc(NC(=O)c4ccc(C)cc4)cc3)CCCC2)cc1. The result is 0 (non-inhibitor). (2) The molecule is Cc1ccc(C)c(-c2nn(-c3cc(N4CCN(CCO)CC4)ccc3[N+](=O)[O-])c(=O)c3ccccc23)c1. The result is 1 (inhibitor). (3) The molecule is CC(C)CCn1c(Oc2ccccc2Cl)nc2c1c(=O)n(C)c(=O)n2C. The result is 1 (inhibitor).